From a dataset of Full USPTO retrosynthesis dataset with 1.9M reactions from patents (1976-2016). Predict the reactants needed to synthesize the given product. (1) Given the product [O:1]=[C:2]1[NH:7][C@H:6]([C:8]([O:10][CH3:15])=[O:9])[CH2:5][CH2:4][CH2:3]1, predict the reactants needed to synthesize it. The reactants are: [O:1]=[C:2]1[NH:7][C@H:6]([C:8]([OH:10])=[O:9])[CH2:5][CH2:4][CH2:3]1.S(Cl)(Cl)=O.[CH3:15]O. (2) Given the product [CH3:14][O:13][C:9]1[C:8]2[O:15][C:1]3([CH2:2][CH2:3][CH2:4][CH2:5]3)[CH2:6][C:7]=2[CH:12]=[CH:11][CH:10]=1, predict the reactants needed to synthesize it. The reactants are: [CH:1]1([CH2:6][C:7]2[CH:12]=[CH:11][CH:10]=[C:9]([O:13][CH3:14])[C:8]=2[OH:15])[CH2:5][CH2:4][CH2:3][CH2:2]1.